This data is from Full USPTO retrosynthesis dataset with 1.9M reactions from patents (1976-2016). The task is: Predict the reactants needed to synthesize the given product. (1) Given the product [NH:8]1[CH2:9][CH2:10][CH:11]([N:14]2[CH:18]=[CH:17][C:16]([C:19]3[CH:24]=[CH:23][CH:22]=[CH:21][CH:20]=3)=[N:15]2)[CH2:12][CH2:13]1, predict the reactants needed to synthesize it. The reactants are: C(OC([N:8]1[CH2:13][CH2:12][CH:11]([N:14]2[CH:18]=[CH:17][C:16]([C:19]3[CH:24]=[CH:23][CH:22]=[CH:21][CH:20]=3)=[N:15]2)[CH2:10][CH2:9]1)=O)(C)(C)C.Cl.[OH-].[Na+]. (2) Given the product [C:25]([O:24][C:22]([N:7]1[CH2:6][C@@H:5]([CH2:3][OH:2])[CH2:9][C@H:8]1[C:10](=[O:21])[NH:11][CH2:12][C:13]1[CH:18]=[CH:17][CH:16]=[C:15]([Cl:19])[C:14]=1[F:20])=[O:23])([CH3:28])([CH3:26])[CH3:27], predict the reactants needed to synthesize it. The reactants are: C[O:2][C:3]([C@H:5]1[CH2:9][C@@H:8]([C:10](=[O:21])[NH:11][CH2:12][C:13]2[CH:18]=[CH:17][CH:16]=[C:15]([Cl:19])[C:14]=2[F:20])[N:7]([C:22]([O:24][C:25]([CH3:28])([CH3:27])[CH3:26])=[O:23])[CH2:6]1)=O.[BH4-].[Li+].C(Cl)Cl. (3) Given the product [N:11]1([CH2:10][C:9]([NH:8][C:6]2[CH:7]=[C:2]([NH:1][C:29]([C:26]3[CH:27]=[CH:28][C:23]([C:32]4[CH:33]=[CH:34][CH:35]=[CH:36][CH:37]=4)=[CH:24][CH:25]=3)=[O:30])[CH:3]=[CH:4][C:5]=2[O:18][C:19]([F:21])([F:22])[F:20])=[O:17])[CH2:12][CH2:13][O:14][CH2:15][CH2:16]1, predict the reactants needed to synthesize it. The reactants are: [NH2:1][C:2]1[CH:3]=[CH:4][C:5]([O:18][C:19]([F:22])([F:21])[F:20])=[C:6]([NH:8][C:9](=[O:17])[CH2:10][N:11]2[CH2:16][CH2:15][O:14][CH2:13][CH2:12]2)[CH:7]=1.[C:23]1([C:32]2[CH:37]=[CH:36][CH:35]=[CH:34][CH:33]=2)[CH:28]=[CH:27][C:26]([C:29](O)=[O:30])=[CH:25][CH:24]=1.F[P-](F)(F)(F)(F)F.N1(O[P+](N2CCCC2)(N2CCCC2)N2CCCC2)C2C=CC=CC=2N=N1.C(N(C(C)C)CC)(C)C. (4) Given the product [CH3:1][N:2]1[CH2:14][CH2:13][C:12]2[C:11]3[C:6](=[CH:7][CH:8]=[C:9]([CH3:15])[CH:10]=3)[N:5]([CH2:24][C:25]([C:28]3[CH:29]=[N:30][CH:31]=[CH:32][CH:33]=3)([OH:26])[CH3:27])[C:4]=2[CH:3]1[C:16]1[CH:21]=[CH:20][CH:19]=[CH:18][CH:17]=1, predict the reactants needed to synthesize it. The reactants are: [CH3:1][N:2]1[CH2:14][CH2:13][C:12]2[C:11]3[C:6](=[CH:7][CH:8]=[C:9]([CH3:15])[CH:10]=3)[NH:5][C:4]=2[CH:3]1[C:16]1[CH:21]=[CH:20][CH:19]=[CH:18][CH:17]=1.[H-].[Na+].[CH3:24][C:25]1([C:28]2[CH:29]=[N:30][CH:31]=[CH:32][CH:33]=2)[CH2:27][O:26]1.